From a dataset of Experimentally validated miRNA-target interactions with 360,000+ pairs, plus equal number of negative samples. Binary Classification. Given a miRNA mature sequence and a target amino acid sequence, predict their likelihood of interaction. (1) The miRNA is hsa-miR-203b-5p with sequence UAGUGGUCCUAAACAUUUCACA. The protein sequence of the target gene is MDDKASVGKISVSSDSVSTLNSEDFVLVSRQGDETPSTNNGSDDEKTGLKIVGNGSEQQLQKELADVLMDPPMDDQPGEKELVKRSQLDGEGDGPLSNQLSASSTINPVPLVGLQKPEMSLPVKPGQGDSEASSPFTPVADEDSVVFSKLTYLGCASVNAPRSEVEALRMMSILRSQCQISLDVTLSVPNVSEGIVRLLDPQTNTEIANYPIYKILFCVRGHDGTPESDCFAFTESHYNAELFRIHVFRCEIQEAVSRILYSFATAFRRSAKQTPLSATAAPQTPDSDIFTFSVSLEIKE.... Result: 0 (no interaction). (2) The miRNA is hsa-miR-1256 with sequence AGGCAUUGACUUCUCACUAGCU. The protein sequence of the target gene is MLTDFLQAPVMAPWSPFSLHLLLLFLPLLPLTRVHRFSVPNTSFNHLVLAPDQGKLYVGAVNHLFQLSPELKMESVAVTGPVIDSPDCVPFRDLAECPQAQLTDNANQLLLVSSRTQELVACGQVKQGVCEKRRLGDVTQVLYQAEDPGDGQFVAANTLGVTTVGLVVPLPGRDLLLVARGLAGKLSAGVPPLTVRQLAGPQPFSSEGLGRLVVGDFSDYNNSYVGAFSDAHSAYFVFRRRGARAQTEYRSYVARVCLRDVNLYSYVEMPLTCHGQGLIQAAFLTPDTLLGAFSAGTSQA.... Result: 0 (no interaction). (3) The miRNA is hsa-miR-186-3p with sequence GCCCAAAGGUGAAUUUUUUGGG. The protein sequence of the target gene is MGVLKAWLGVALALAEFAVLPNCEGACLYQGSFLADATIWKPDSCQNCRCHGDIVICKPVVCKNPRCAFEKGEVLWIAPNQCCPQCAPRTPGSCHHEGKIHEHGTEWASAPCTVCSCTHGEVRCSHQQCTPLSCGPQELEFLAEGRCCPICVGTGKPCSYDGHVFQDGEDWQLSRCAKCVCRNGLTQCFAAQCQPLFCNQDEIVVRVPGKCCSQCSARSCSTAGQVYEHGEQWKEDACTLCMCDQGQVRCHKQVCPPLRCAKGQGRARHHGQCCEECATPDRSCSSGGVLRYQDEMWKGS.... Result: 0 (no interaction). (4) The miRNA is ssc-miR-143-3p with sequence UGAGAUGAAGCACUGUAGCUC. The protein sequence of the target gene is MWQLLLPTALLLLVSAGMRTEDLPKAVVFLEPQWYSVLEKDSVTLKCQGAYSPEDNSTQWFHNESLISSQASSYFIDAATVNDSGEYRCQTNLSTLSDPVQLEVHIGWLLLQAPRWVFKEEDPIHLRCHSWKNTALHKVTYLQNGKDRKYFHHNSDFHIPKATLKDSGSYFCRGLVGSKNVSSETVNITITQGLAVSTISSFSPPGYQVSFCLVMVLLFAVDTGLYFSVKTNI. Result: 0 (no interaction).